From a dataset of Experimentally validated miRNA-target interactions with 360,000+ pairs, plus equal number of negative samples. Binary Classification. Given a miRNA mature sequence and a target amino acid sequence, predict their likelihood of interaction. (1) The miRNA is hsa-miR-4477b with sequence AUUAAGGACAUUUGUGAUUGAU. The protein sequence of the target gene is MDQPAGGTGKLRASAGEDDSMELSTCQELLHRLRELEAENSALAQANENQRETYERCLDEVANHVVQALLNQKDLREECIKLKKRVFDLERQNQVLSALLQQKLQLTANSLPQIPLTPLQPPSERPTSPAPNVSEGPATSLPSGLCAGQREVCWEQQLRPGGPGPPATPPPALDALSPFLRKKAQILEVLRALEETDPLLLCSPATPWRPTGQGPGSPEPINGEPCGPPQPEPSPWAPYLLLGPGSLGALLHWERVLGGPGEEEGIRQPWASSRAPPSAQGPSSGPHCAPGSSSSSSSDE.... Result: 0 (no interaction). (2) The miRNA is mmu-miR-378b with sequence CUGGACUUGGAGUCAGAAGA. The protein sequence of the target gene is MDTKEEKKEQKERKQSYFARLKKKKQAKQNAEIVSAASSKSRSGKDDANSDILEQDKFNVTAEGDHSTDDKKKRKSNQLKEIRRTELKRYYSVDDNQNKTHDKKEKKMMVQKPQGTMEYTAGSQDTLNSVALKFNVTPNKLVELNKLFTHTIVPGQVLFVPDANISSSTIQLSSSTPGATVSPSSSDAEYDKLPDADLARKALKPIERVLSSTSEEDEPGVVKFLKMNCRYFTDGKGVVGGVMIVTPNNIMFDPHKSDPLVIENGCEEYGLICPMEEVVSIALYSDISHMKIKDALPSDL.... Result: 1 (interaction). (3) The miRNA is hsa-miR-4492 with sequence GGGGCUGGGCGCGCGCC. The protein sequence of the target gene is MARAQALVLALTFQLCAPETETPAAGCTFEEASDPAVPCEYSQAQYDDFQWEQVRIHPGTRAPADLPHGSYLMVNTSQHAPGQRAHVIFQSLSENDTHCVQFSYFLYSRDGHSPGTLGVYVRVNGGPLGSAVWNMTGSHGRQWHQAELAVSTFWPNEYQVLFEALISPDRRGYMGLDDILLLSYPCAKAPHFSRLGDVEVNAGQNASFQCMAAGRAAEAERFLLQRQSGALVPAAGVRHISHRRFLATFPLAAVSRAEQDLYRCVSQAPRGAGVSNFAELIVKEPPTPIAPPQLLRAGPT.... Result: 0 (no interaction). (4) The miRNA is mmu-miR-206-3p with sequence UGGAAUGUAAGGAAGUGUGUGG. The protein sequence of the target gene is MGLGARGRRRRRRLMALPPPPPPMRALPLLLLLAGLGAAAPPCLDGSPCANGGRCTHQQPSLEAACLCLPGWVGERCQLEDPCHSGPCAGRGVCQSSVVAGTARFSCRCLRGFQGPDCSQPDPCVSRPCVHGAPCSVGPDGRFACACPPGYQGQSCQSDIDECRSGTTCRHGGTCLNTPGSFRCQCPLGYTGLLCENPVVPCAPSPCRNGGTCRQSSDVTYDCACLPGFEGQNCEVNVDDCPGHRCLNGGTCVDGVNTYNCQCPPEWTGQFCTEDVDECQLQPNACHNGGTCFNLLGGHS.... Result: 1 (interaction). (5) The miRNA is hsa-miR-30c-1-3p with sequence CUGGGAGAGGGUUGUUUACUCC. The protein sequence of the target gene is MAIKFLEVIKPFCVILPEIQKPERKIQFKEKVLWTAITLFIFLVCCQIPLFGIMSSDSADPFYWMRVILASNRGTLMELGISPIVTSGLIMQLLAGAKIIEVGDTPKDRALFNGAQKLFGMIITIGQSIVYVMTGMYGDPSEMGAGICLLITIQLFVAGLIVLLLDELLQKGYGLGSGISLFIATNICETIVWKAFSPTTVNTGRGMEFEGAIIALFHLLATRTDKVRALREAFYRQNLPNLMNLIATIFVFAVVIYFQGFRVDLPIKSARYRGQYNTYPIKLFYTSNIPIILQSALVSN.... Result: 1 (interaction). (6) The miRNA is hsa-miR-4722-3p with sequence ACCUGCCAGCACCUCCCUGCAG. The protein sequence of the target gene is MAEYGTLLQDLTNNITLEDLEQLKSACKEDIPSEKSEEITTGSAWFSFLESHNKLDKDNLSYIEHIFEISRRPDLLTMVVDYRTRVLKISEEDELDTKLTRIPSAKKYKDIIRQPSEEEIIKLAPPPKKA. Result: 0 (no interaction). (7) The miRNA is mmu-miR-23b-5p with sequence GGGUUCCUGGCAUGCUGAUUU. The protein sequence of the target gene is MEEPQRARSHTVTTTASSFAENFSTSSSSFAYDREFLRTLPGFLIVAEIVLGLLVWTLIAGTEYFRVPAFGWVMFVAVFYWVLTVFFLIIYITMTYTRIPQVPWTTVGLCFNGSAFVLYLSAAVVDASSVSPERDSHNFNSWAASSFFAFLVTICYAGNTYFSFIAWRSRTIQ. Result: 0 (no interaction). (8) The miRNA is hsa-miR-6850-5p with sequence GUGCGGAACGCUGGCCGGGGCG. The protein sequence of the target gene is MLFPLQVAAVTSSVRDDPLEHCVSPRTRARSPEICKMADNLDEFIEEQKARLAEDKAELESDPPYMEMKGKLSAKLSENSKILISMAKENIPPNSQQTRGSLGIDYGLSLPLGEDYERKKHKLKEELRQDYRRYLTQGITQGKRKKNFLSTSETDPSTLGVSLPIGERLSAKERLKLERNKEYNQFLRGKEESSEKFRQVEKSTEPKSQRNKKPIGQVKPDLTSQIQTSCENSEGPRKDVLTPSEAYEELLNQRRLEEDRYRQLDDEIELRNRRIIKKANEEVGISNLKHQRFASKAGIP.... Result: 0 (no interaction). (9) Result: 0 (no interaction). The miRNA is hsa-miR-194-3p with sequence CCAGUGGGGCUGCUGUUAUCUG. The protein sequence of the target gene is MELSLESLGGLHGVTHAQAGELLSPGHARSAAAQHRSLVASGRPGLVAGMASLLDGGGAGGGGAGGAGAAGAAGGGPDFRGELAGPLHPAMGMACEAPGLGGTYTTLTPLQHLPPLAAVADKFHQHAVAGAHGGHPHAHPHPATAPPPPPPQRLAASVSGSFTLMRDERAALASVGHLYGPYGKELPTMGSPLSPLPSALPPALHSAPQPPPPPPLAAYGAPGHLAGDKLLPPAAFEPHAALLGRAEDALARGLPGGGGGAGGGGAAGGAAAGLLAPLGGLAAAGAHGPHSGGGGPGGGG....